From a dataset of Catalyst prediction with 721,799 reactions and 888 catalyst types from USPTO. Predict which catalyst facilitates the given reaction. Reactant: [NH3:1].C(O[C:5](=[O:29])[CH2:6][N:7]1[CH:12]=[CH:11][C:10]([N:13]2[CH:17]=[C:16]([C:18]#[C:19][C:20]3[CH:21]=[C:22]([CH3:26])[CH:23]=[CH:24][CH:25]=3)[N:15]=[C:14]2[CH3:27])=[CH:9][C:8]1=[O:28])C. Product: [CH3:27][C:14]1[N:13]([C:10]2[CH:11]=[CH:12][N:7]([CH2:6][C:5]([NH2:1])=[O:29])[C:8](=[O:28])[CH:9]=2)[CH:17]=[C:16]([C:18]#[C:19][C:20]2[CH:21]=[C:22]([CH3:26])[CH:23]=[CH:24][CH:25]=2)[N:15]=1. The catalyst class is: 5.